From a dataset of Peptide-MHC class II binding affinity with 134,281 pairs from IEDB. Regression. Given a peptide amino acid sequence and an MHC pseudo amino acid sequence, predict their binding affinity value. This is MHC class II binding data. (1) The peptide sequence is NSLLTSPLSINTRMT. The MHC is DRB1_0405 with pseudo-sequence DRB1_0405. The binding affinity (normalized) is 0.234. (2) The peptide sequence is GSFIIDGKSRKECPF. The MHC is DRB1_1101 with pseudo-sequence DRB1_1101. The binding affinity (normalized) is 0.728. (3) The peptide sequence is KLVLDIKYTRPGDSL. The MHC is DRB1_0802 with pseudo-sequence DRB1_0802. The binding affinity (normalized) is 0.257. (4) The peptide sequence is KIQNVIIDECY. The MHC is HLA-DPA10301-DPB10402 with pseudo-sequence HLA-DPA10301-DPB10402. The binding affinity (normalized) is 0.357. (5) The MHC is DRB3_0101 with pseudo-sequence DRB3_0101. The peptide sequence is TPDVSFFDSSFAPYL. The binding affinity (normalized) is 0.318. (6) The binding affinity (normalized) is 0.267. The peptide sequence is DLTLPWQSGSGGVWR. The MHC is DRB1_1101 with pseudo-sequence DRB1_1101. (7) The peptide sequence is LWEVKSAKPLTGPMN. The MHC is HLA-DPA10201-DPB11401 with pseudo-sequence HLA-DPA10201-DPB11401. The binding affinity (normalized) is 0.0915. (8) The peptide sequence is EKKYFAATQEEPLAA. The MHC is DRB1_1001 with pseudo-sequence DRB1_1001. The binding affinity (normalized) is 0.632. (9) The peptide sequence is CDASILIDPLSNQSA. The MHC is HLA-DQA10501-DQB10201 with pseudo-sequence HLA-DQA10501-DQB10201. The binding affinity (normalized) is 0.248.